This data is from Full USPTO retrosynthesis dataset with 1.9M reactions from patents (1976-2016). The task is: Predict the reactants needed to synthesize the given product. (1) Given the product [Si:1]([O:8][C:9]1[CH:10]=[CH:11][C:12]2[O:16][C:15](=[O:17])[N:14]([CH3:22])[C:13]=2[CH:18]=1)([C:4]([CH3:7])([CH3:5])[CH3:6])([CH3:3])[CH3:2], predict the reactants needed to synthesize it. The reactants are: [Si:1]([O:8][C:9]1[CH:10]=[CH:11][C:12]2[O:16][C:15](=[O:17])[NH:14][C:13]=2[CH:18]=1)([C:4]([CH3:7])([CH3:6])[CH3:5])([CH3:3])[CH3:2].[H-].[Na+].I[CH3:22]. (2) The reactants are: [C:1](=[N:14][C:15]1[CH:16]=[CH:17][C:18]([F:29])=[C:19]([C@@:21]2([CH3:28])[NH:26][C:25](=O)[CH2:24][O:23][CH2:22]2)[CH:20]=1)([C:8]1[CH:13]=[CH:12][CH:11]=[CH:10][CH:9]=1)[C:2]1[CH:7]=[CH:6][CH:5]=[CH:4][CH:3]=1.COC1C=CC(P2(SP(C3C=CC(OC)=CC=3)(=S)S2)=[S:39])=CC=1. Given the product [C:1](=[N:14][C:15]1[CH:16]=[CH:17][C:18]([F:29])=[C:19]([C@@:21]2([CH3:28])[NH:26][C:25](=[S:39])[CH2:24][O:23][CH2:22]2)[CH:20]=1)([C:8]1[CH:13]=[CH:12][CH:11]=[CH:10][CH:9]=1)[C:2]1[CH:7]=[CH:6][CH:5]=[CH:4][CH:3]=1, predict the reactants needed to synthesize it. (3) Given the product [NH2:14][C:7]1[C:6]([O:5][CH3:4])=[CH:13][CH:12]=[CH:11][C:8]=1[CH:9]=[O:10], predict the reactants needed to synthesize it. The reactants are: C(O)C.[CH3:4][O:5][C:6]1[C:7]([N+:14]([O-])=O)=[C:8]([CH:11]=[CH:12][CH:13]=1)[CH:9]=[O:10]. (4) The reactants are: [C:1]([O:5][C:6]([N:8]1[CH2:13][CH2:12][C:11]2[NH:14][CH:15]=[N:16][C:10]=2[CH2:9]1)=[O:7])([CH3:4])([CH3:3])[CH3:2].C1C(=O)N([I:24])C(=O)C1. Given the product [C:1]([O:5][C:6]([N:8]1[CH2:13][CH2:12][C:11]2[NH:14][C:15]([I:24])=[N:16][C:10]=2[CH2:9]1)=[O:7])([CH3:4])([CH3:2])[CH3:3], predict the reactants needed to synthesize it. (5) Given the product [F:1][C:2]1[C:7]([CH:8]2[CH2:14][NH:15][C:10](=[O:11])[CH2:9]2)=[CH:6][CH:5]=[CH:4][N:3]=1, predict the reactants needed to synthesize it. The reactants are: [F:1][C:2]1[C:7]([CH:8]([CH2:14][N+:15]([O-])=O)[CH2:9][C:10](OC)=[O:11])=[CH:6][CH:5]=[CH:4][N:3]=1.[BH4-].[Na+]. (6) Given the product [CH3:26][N:27]([CH3:28])[C:14]([C:12]1[N:11]=[C:10]2[CH:17]=[C:18]([CH3:20])[NH:19][C:9]2=[C:8]([NH:7][CH2:6][C:5]2[C:21]([CH3:25])=[CH:22][CH:23]=[CH:24][C:4]=2[CH2:2][CH3:3])[CH:13]=1)=[O:16], predict the reactants needed to synthesize it. The reactants are: Cl.[CH2:2]([C:4]1[CH:24]=[CH:23][CH:22]=[C:21]([CH3:25])[C:5]=1[CH2:6][NH:7][C:8]1[CH:13]=[C:12]([C:14]([OH:16])=O)[N:11]=[C:10]2[CH:17]=[C:18]([CH3:20])[NH:19][C:9]=12)[CH3:3].[CH3:26][N:27](C(ON1N=NC2C=CC=CC1=2)=[N+](C)C)[CH3:28].[B-](F)(F)(F)F.CNC. (7) Given the product [C:1]([C:5]1[N:10]=[C:9]([Cl:17])[CH:8]=[C:7]([CH:12]([F:14])[F:13])[N:6]=1)([CH3:4])([CH3:3])[CH3:2], predict the reactants needed to synthesize it. The reactants are: [C:1]([C:5]1[N:10]=[C:9](O)[CH:8]=[C:7]([CH:12]([F:14])[F:13])[N:6]=1)([CH3:4])([CH3:3])[CH3:2].S(Cl)([Cl:17])=O.C(=O)(O)[O-].[Na+]. (8) Given the product [NH2:27][C:8]1[N:7]=[C:6]([O:5][CH2:1][CH2:2][CH2:3][CH3:4])[N:14]=[C:13]2[C:9]=1[NH:10][C:11](=[O:25])[N:12]2[CH2:15][CH2:16][CH2:17][N:18]1[CH2:19][CH2:20][N:21]([CH3:24])[CH2:22][CH2:23]1, predict the reactants needed to synthesize it. The reactants are: [CH2:1]([O:5][C:6]1[N:14]=[C:13]2[C:9]([N:10]=[C:11]([O:25]C)[N:12]2[CH2:15][CH2:16][CH2:17][N:18]2[CH2:23][CH2:22][N:21]([CH3:24])[CH2:20][CH2:19]2)=[C:8]([NH2:27])[N:7]=1)[CH2:2][CH2:3][CH3:4].Cl.O1CCOCC1. (9) Given the product [Si:1]([O:8][CH2:9][CH:10]1[CH2:11][CH2:12][C:13]([O:18][CH2:19][CH2:20][OH:21])([C:16](=[NH:17])[NH:22][OH:23])[CH2:14][CH2:15]1)([C:4]([CH3:7])([CH3:6])[CH3:5])([CH3:3])[CH3:2], predict the reactants needed to synthesize it. The reactants are: [Si:1]([O:8][CH2:9][CH:10]1[CH2:15][CH2:14][C:13]([O:18][CH2:19][CH2:20][OH:21])([C:16]#[N:17])[CH2:12][CH2:11]1)([C:4]([CH3:7])([CH3:6])[CH3:5])([CH3:3])[CH3:2].[NH2:22][OH:23].